Task: Predict the reactants needed to synthesize the given product.. Dataset: Full USPTO retrosynthesis dataset with 1.9M reactions from patents (1976-2016) (1) Given the product [CH3:33][CH:34]([N:24]1[CH2:25][CH2:26][CH2:27][C@H:22]([CH2:21][N:20]2[C:19]3[CH:28]=[CH:29][CH:30]=[CH:31][C:18]=3[N:17]=[C:16]2[CH2:15][N:4]([CH2:3][CH:2]([CH3:32])[CH3:1])[C@@H:5]2[C:14]3[N:13]=[CH:12][CH:11]=[CH:10][C:9]=3[CH2:8][CH2:7][CH2:6]2)[CH2:23]1)[CH3:35], predict the reactants needed to synthesize it. The reactants are: [CH3:1][CH:2]([CH3:32])[CH2:3][N:4]([CH2:15][C:16]1[N:20]([CH2:21][C@H:22]2[CH2:27][CH2:26][CH2:25][NH:24][CH2:23]2)[C:19]2[CH:28]=[CH:29][CH:30]=[CH:31][C:18]=2[N:17]=1)[C@@H:5]1[C:14]2[N:13]=[CH:12][CH:11]=[CH:10][C:9]=2[CH2:8][CH2:7][CH2:6]1.[CH3:33][CH:34](N1CCC[C@H](CN2C3C=CC=CC=3N=C2CN(CCC)[C@@H]2C3N=CC=CC=3CCC2)C1)[CH3:35]. (2) Given the product [Br-:21].[CH:16]1[C:17]2=[C:20]3[C:9]([C:8]4[C:19]5[C:4](=[CH:3][CH:2]=[CH:1][C:18]2=5)[CH:5]=[CH:6][CH:7]=4)=[CH:10][CH:11]=[CH:12][C:13]3=[CH:14][CH:15]=1, predict the reactants needed to synthesize it. The reactants are: [CH:1]1[C:18]2=[C:19]3[C:8]([C:9]4[C:20]5[C:13](=[CH:14][CH:15]=[CH:16][C:17]2=5)[CH:12]=[CH:11][CH:10]=4)=[CH:7][CH:6]=[CH:5][C:4]3=[CH:3][CH:2]=1.[Br:21]N1C(=O)CCC1=O. (3) Given the product [ClH:41].[ClH:41].[ClH:41].[ClH:41].[F:1][C:2]1[CH:7]=[CH:6][C:5]([CH:8]([N:32]2[CH2:33][CH2:34][N:35]([CH:38]([CH3:40])[CH3:39])[CH2:36][CH2:37]2)[CH2:9][N:10]2[CH2:11][CH2:12][N:13]([CH2:16][CH2:17][CH2:18][C:19]3[S:23][C:22]([CH2:24][OH:25])=[N:21][C:20]=3[C:26]3[CH:31]=[CH:30][CH:29]=[CH:28][CH:27]=3)[CH2:14][CH2:15]2)=[CH:4][CH:3]=1, predict the reactants needed to synthesize it. The reactants are: [F:1][C:2]1[CH:7]=[CH:6][C:5]([CH:8]([N:32]2[CH2:37][CH2:36][N:35]([CH:38]([CH3:40])[CH3:39])[CH2:34][CH2:33]2)[CH2:9][N:10]2[CH2:15][CH2:14][N:13]([CH2:16][CH2:17][CH2:18][C:19]3[S:23][C:22]([CH2:24][OH:25])=[N:21][C:20]=3[C:26]3[CH:31]=[CH:30][CH:29]=[CH:28][CH:27]=3)[CH2:12][CH2:11]2)=[CH:4][CH:3]=1.[ClH:41].O1CCOCC1. (4) The reactants are: [C:1]([N:4]1[CH2:9][CH2:8][N:7]([C:10]2[CH:15]=[CH:14][C:13]([N+:16]([O-])=O)=[CH:12][N:11]=2)[CH2:6][CH2:5]1)(=[O:3])[CH3:2].[H][H]. Given the product [C:1]([N:4]1[CH2:5][CH2:6][N:7]([C:10]2[N:11]=[CH:12][C:13]([NH2:16])=[CH:14][CH:15]=2)[CH2:8][CH2:9]1)(=[O:3])[CH3:2], predict the reactants needed to synthesize it. (5) The reactants are: [CH3:1][O:2][C:3]1[CH:11]=[C:10]2[C:6]([C:7]([C:12](=[O:16])[CH:13]([CH3:15])[CH3:14])=[N:8][NH:9]2)=[CH:5][CH:4]=1.Br[CH2:18][C:19](=[O:24])[C:20]([CH3:23])([CH3:22])[CH3:21]. Given the product [C:12]([C:7]1[C:6]2[C:10](=[CH:11][C:3]([O:2][CH3:1])=[CH:4][CH:5]=2)[N:9]([CH2:18][C:19](=[O:24])[C:20]([CH3:23])([CH3:22])[CH3:21])[N:8]=1)(=[O:16])[CH:13]([CH3:14])[CH3:15], predict the reactants needed to synthesize it. (6) Given the product [NH2:15][C:16]1[CH:17]=[C:18]([C:19]2[O:14][C:3]3[CH:4]=[CH:5][C:6]([C:8]4[CH:13]=[CH:12][CH:11]=[CH:10][CH:9]=4)=[CH:7][C:2]=3[N:1]=2)[CH:22]=[CH:23][CH:24]=1, predict the reactants needed to synthesize it. The reactants are: [NH2:1][C:2]1[CH:7]=[C:6]([C:8]2[CH:13]=[CH:12][CH:11]=[CH:10][CH:9]=2)[CH:5]=[CH:4][C:3]=1[OH:14].[NH2:15][C:16]1[CH:17]=[C:18]([CH:22]=[CH:23][CH:24]=1)[C:19](O)=O. (7) The reactants are: [Cl:1][C:2]1[CH:3]=[N:4][C:5]2[C:10]([CH:11]=1)=[CH:9][C:8]([CH2:12][C:13]1[CH:14]=[C:15]([CH:19]=[CH:20][N:21]=1)[C:16]([OH:18])=O)=[CH:7][C:6]=2[Cl:22].[NH2:23][CH2:24][C:25]1[C:26]([CH3:33])=[CH:27][C:28]([NH2:32])=[N:29][C:30]=1[CH3:31].CN(C(ON1N=NC2C=CC=NC1=2)=[N+](C)C)C.F[P-](F)(F)(F)(F)F.CCN(CC)CC. Given the product [NH2:32][C:28]1[N:29]=[C:30]([CH3:31])[C:25]([CH2:24][NH:23][C:16](=[O:18])[C:15]2[CH:19]=[CH:20][N:21]=[C:13]([CH2:12][C:8]3[CH:9]=[C:10]4[C:5](=[C:6]([Cl:22])[CH:7]=3)[N:4]=[CH:3][C:2]([Cl:1])=[CH:11]4)[CH:14]=2)=[C:26]([CH3:33])[CH:27]=1, predict the reactants needed to synthesize it.